Dataset: NCI-60 drug combinations with 297,098 pairs across 59 cell lines. Task: Regression. Given two drug SMILES strings and cell line genomic features, predict the synergy score measuring deviation from expected non-interaction effect. (1) Cell line: HCT116. Drug 2: C1C(C(OC1N2C=NC3=C(N=C(N=C32)Cl)N)CO)O. Drug 1: CC(CN1CC(=O)NC(=O)C1)N2CC(=O)NC(=O)C2. Synergy scores: CSS=37.6, Synergy_ZIP=-0.208, Synergy_Bliss=1.02, Synergy_Loewe=2.30, Synergy_HSA=2.45. (2) Drug 1: CC1=CC2C(CCC3(C2CCC3(C(=O)C)OC(=O)C)C)C4(C1=CC(=O)CC4)C. Drug 2: CCN(CC)CCNC(=O)C1=C(NC(=C1C)C=C2C3=C(C=CC(=C3)F)NC2=O)C. Cell line: MALME-3M. Synergy scores: CSS=7.77, Synergy_ZIP=1.45, Synergy_Bliss=3.31, Synergy_Loewe=-10.2, Synergy_HSA=-1.62.